This data is from Full USPTO retrosynthesis dataset with 1.9M reactions from patents (1976-2016). The task is: Predict the reactants needed to synthesize the given product. (1) Given the product [NH2:45][C:32]1[C:27]2[C:26]([I:34])=[CH:25][N:24]([C@H:13]3[C@H:14]([OH:15])[C@H:10]([OH:9])[C@@H:11]([CH2:35][OH:36])[O:12]3)[C:28]=2[N:29]=[CH:30][N:31]=1, predict the reactants needed to synthesize it. The reactants are: C([O:9][C@H:10]1[C@@H:14]([O:15]C(=O)C2C=CC=CC=2)[C@H:13]([N:24]2[C:28]3[N:29]=[CH:30][N:31]=[C:32](Cl)[C:27]=3[C:26]([I:34])=[CH:25]2)[O:12][C@@H:11]1[CH2:35][O:36]C(=O)C1C=CC=CC=1)(=O)C1C=CC=CC=1.[NH3:45]. (2) Given the product [CH2:24]([N:12]1[CH2:13][CH2:14][CH:9]([C:7]([C:6]2[CH:5]=[CH:4][C:3]([F:2])=[CH:16][CH:15]=2)=[O:8])[CH2:10][CH2:11]1)[C:25]1[CH:30]=[CH:29][CH:28]=[CH:27][CH:26]=1, predict the reactants needed to synthesize it. The reactants are: Cl.[F:2][C:3]1[CH:16]=[CH:15][C:6]([C:7]([CH:9]2[CH2:14][CH2:13][NH:12][CH2:11][CH2:10]2)=[O:8])=[CH:5][CH:4]=1.C(N(CC)CC)C.[CH2:24](Br)[C:25]1[CH:30]=[CH:29][CH:28]=[CH:27][CH:26]=1.[I-].[Na+]. (3) Given the product [Cl:12][C:13]1[CH:18]=[C:17]([S:9][C:5]2[CH:6]=[CH:7][CH:8]=[C:3]([O:2][CH3:1])[CH:4]=2)[CH:16]=[CH:15][N:14]=1, predict the reactants needed to synthesize it. The reactants are: [CH3:1][O:2][C:3]1[CH:4]=[C:5]([SH:9])[CH:6]=[CH:7][CH:8]=1.[H-].[Na+].[Cl:12][C:13]1[CH:18]=[C:17]([N+]([O-])=O)[CH:16]=[CH:15][N:14]=1. (4) Given the product [Cl:14][C:15]1[CH:16]=[C:17]([CH:20]=[CH:21][CH:22]=1)[CH2:18][C:3]1[C:4]2[C:5]([C:10]([O:12][CH3:13])=[O:11])=[CH:6][CH:7]=[CH:8][C:9]=2[NH:1][CH:2]=1, predict the reactants needed to synthesize it. The reactants are: [NH:1]1[C:9]2[CH:8]=[CH:7][CH:6]=[C:5]([C:10]([O:12][CH3:13])=[O:11])[C:4]=2[CH:3]=[CH:2]1.[Cl:14][C:15]1[CH:16]=[C:17]([CH:20]=[CH:21][CH:22]=1)[CH:18]=O.C([SiH](CC)CC)C.FC(F)(F)C(O)=O. (5) Given the product [CH3:1][C:2]1[CH:30]=[CH:29][CH:28]=[C:27]([CH3:31])[C:3]=1[CH2:4][NH:5][C:6]1[CH:7]=[C:8]2[C:13](=[CH:14][CH:15]=1)[N:12]=[C:11]([N:16]1[CH:20]=[C:19]([C:21]([OH:23])=[O:22])[CH:18]=[N:17]1)[N:10]=[C:9]2[N:32]1[CH2:37][CH2:36][O:35][CH2:34][CH2:33]1, predict the reactants needed to synthesize it. The reactants are: [CH3:1][C:2]1[CH:30]=[CH:29][CH:28]=[C:27]([CH3:31])[C:3]=1[CH2:4][NH:5][C:6]1[CH:7]=[C:8]2[C:13](=[CH:14][CH:15]=1)[N:12]=[C:11]([N:16]1[CH:20]=[C:19]([C:21]([O:23]CC)=[O:22])[CH:18]=[N:17]1)[NH:10][C:9]2=O.[NH:32]1[CH2:37][CH2:36][O:35][CH2:34][CH2:33]1. (6) Given the product [C:15]([O:19][C:20]([N:22]1[CH2:25][CH:24]([O:26][C:11]2[CH:12]=[CH:13][C:8]([Br:7])=[CH:9][CH:10]=2)[CH2:23]1)=[O:21])([CH3:18])([CH3:16])[CH3:17], predict the reactants needed to synthesize it. The reactants are: CC(C)([O-])C.[K+].[Br:7][C:8]1[CH:13]=[CH:12][C:11](F)=[CH:10][CH:9]=1.[C:15]([O:19][C:20]([N:22]1[CH2:25][CH:24]([OH:26])[CH2:23]1)=[O:21])([CH3:18])([CH3:17])[CH3:16]. (7) Given the product [F:30][C:31]1[CH:32]=[CH:33][C:34]2[O:38][C:37]([C:9]3[C:8]([N:3]4[CH2:4][CH2:5][CH2:6][CH2:7][C@@H:2]4[CH3:1])=[N:17][C:16]4[C:11](=[CH:12][CH:13]=[C:14]([C:18]([O:20][CH3:21])=[O:19])[CH:15]=4)[N:10]=3)=[CH:36][C:35]=2[CH:42]=1, predict the reactants needed to synthesize it. The reactants are: [CH3:1][C@H:2]1[CH2:7][CH2:6][CH2:5][CH2:4][N:3]1[C:8]1[C:9](OS(C(F)(F)F)(=O)=O)=[N:10][C:11]2[C:16]([N:17]=1)=[CH:15][C:14]([C:18]([O:20][CH3:21])=[O:19])=[CH:13][CH:12]=2.[F:30][C:31]1[CH:32]=[CH:33][C:34]2[O:38][C:37](B(O)O)=[CH:36][C:35]=2[CH:42]=1.[O-]P([O-])([O-])=O.[K+].[K+].[K+].